This data is from Forward reaction prediction with 1.9M reactions from USPTO patents (1976-2016). The task is: Predict the product of the given reaction. (1) Given the reactants [Cl:1][C:2]1[S:3][CH:4]=[CH:5][C:6]=1[C:7]1[CH:12]=[C:11]([F:13])[CH:10]=[CH:9][C:8]=1[F:14].[Cl:15][S:16](O)(=[O:18])=[O:17], predict the reaction product. The product is: [Cl:1][C:2]1[S:3][C:4]([S:16]([Cl:15])(=[O:18])=[O:17])=[CH:5][C:6]=1[C:7]1[CH:12]=[C:11]([F:13])[CH:10]=[CH:9][C:8]=1[F:14]. (2) Given the reactants Cl[C:2]1[CH:20]=[CH:19][C:5]([C:6]([NH:8][C:9]2[CH:14]=[CH:13][C:12]([C:15]([F:18])([F:17])[F:16])=[CH:11][CH:10]=2)=[O:7])=[CH:4][N:3]=1.O.[NH2:22][NH2:23], predict the reaction product. The product is: [NH:22]([C:2]1[CH:20]=[CH:19][C:5]([C:6]([NH:8][C:9]2[CH:14]=[CH:13][C:12]([C:15]([F:18])([F:17])[F:16])=[CH:11][CH:10]=2)=[O:7])=[CH:4][N:3]=1)[NH2:23]. (3) Given the reactants [CH2:1]([N:4]1[C:8]([SH:9])=[N:7][N:6]=[C:5]1[CH2:10][NH:11][S:12]([C:15]1[CH:20]=[CH:19][C:18]([Cl:21])=[CH:17][CH:16]=1)(=[O:14])=[O:13])[CH:2]=[CH2:3].CC[NH+](CC)CC.CC[NH+](CC)CC.C([O-])([O-])=O.I[CH2:41][CH:42]1[CH2:46][CH2:45][CH2:44][CH2:43]1, predict the reaction product. The product is: [CH2:1]([N:4]1[C:8]([S:9][CH2:41][CH:42]2[CH2:46][CH2:45][CH2:44][CH2:43]2)=[N:7][N:6]=[C:5]1[CH2:10][NH:11][S:12]([C:15]1[CH:16]=[CH:17][C:18]([Cl:21])=[CH:19][CH:20]=1)(=[O:13])=[O:14])[CH:2]=[CH2:3]. (4) Given the reactants C[O:2][C:3]1[CH:8]=[CH:7][C:6]([N:9]2[C:13]([CH3:14])=[CH:12][C:11]([CH3:15])=[N:10]2)=[CH:5][CH:4]=1.Br, predict the reaction product. The product is: [CH3:15][C:11]1[CH:12]=[C:13]([CH3:14])[N:9]([C:6]2[CH:7]=[CH:8][C:3]([OH:2])=[CH:4][CH:5]=2)[N:10]=1. (5) Given the reactants [NH2:1][C:2]1[C:15]2[C:6](=[CH:7][C:8]3[C:9]4[C:14]=2[C:13](=[O:16])[N:12]([CH2:17][CH2:18][N:19]([CH3:21])[CH3:20])[C:11](=[O:22])[C:10]=4[CH:23]=[CH:24][CH:25]=3)[CH:5]=[CH:4][CH:3]=1.C(Cl)Cl.[CH3:29][OH:30], predict the reaction product. The product is: [CH3:21][N:19]([CH3:20])[CH2:18][CH2:17][N:12]1[C:11](=[O:22])[C:10]2[CH:23]=[CH:24][CH:25]=[C:8]3[C:9]=2[C:14](=[C:15]2[C:2]([NH:1][C:13](=[O:16])[CH2:14][C:29](=[O:30])[CH2:24][CH2:25][CH2:8][CH2:7][CH2:6][CH2:15][CH2:2][CH2:3][CH3:4])=[CH:3][CH:4]=[CH:5][C:6]2=[CH:7]3)[C:13]1=[O:16]. (6) Given the reactants O1CCCC1.[Br:6][C:7]1[CH:8]=[C:9]([NH:13][C:14](=O)[CH2:15][CH2:16][N:17]2[CH2:21][CH2:20][CH2:19][CH2:18]2)[CH:10]=[CH:11][CH:12]=1, predict the reaction product. The product is: [Br:6][C:7]1[CH:8]=[C:9]([NH:13][CH2:14][CH2:15][CH2:16][N:17]2[CH2:21][CH2:20][CH2:19][CH2:18]2)[CH:10]=[CH:11][CH:12]=1. (7) Given the reactants [CH2:1]([O:3][C:4](=[O:17])/[CH:5]=[C:6](/[O:8][C:9]1[CH:14]=[CH:13][CH:12]=[C:11]([CH3:15])[C:10]=1[CH3:16])\[CH3:7])[CH3:2].[Br:18]N1C(=O)CCC1=O.C(OOC(=O)C1C=CC=CC=1)(=O)C1C=CC=CC=1, predict the reaction product. The product is: [CH2:1]([O:3][C:4](=[O:17])/[CH:5]=[C:6](/[O:8][C:9]1[CH:14]=[CH:13][CH:12]=[C:11]([CH3:15])[C:10]=1[CH3:16])\[CH2:7][Br:18])[CH3:2]. (8) The product is: [N:1]([C@@H:4]1[C@@H:9]([NH:10][C:11]([O:13][C:14]([CH3:15])([CH3:16])[CH3:17])=[O:12])[CH2:8][CH2:7][C@@H:6]([CH2:18][OH:19])[CH2:5]1)=[N+:2]=[N-:3]. Given the reactants [N:1]([C@@H:4]1[C@@H:9]([NH:10][C:11]([O:13][C:14]([CH3:17])([CH3:16])[CH3:15])=[O:12])[CH2:8][CH2:7][C@@H:6]([C:18](O)=[O:19])[CH2:5]1)=[N+:2]=[N-:3].ClC(OCC(C)C)=O.CN1CCOCC1, predict the reaction product. (9) Given the reactants [B:10]1([B:10]2[O:14][C:13]([CH3:16])([CH3:15])[C:12]([CH3:18])([CH3:17])[O:11]2)[O:14][C:13]([CH3:16])([CH3:15])[C:12]([CH3:18])([CH3:17])[O:11]1.C([O-])(=O)C.[K+].[C:24]([O:28][C:29]([N:31]([C:39]1[S:48][CH2:47][C@H:46]2[C@@:41]([C:49]3[S:50][CH:51]=[C:52](Br)[CH:53]=3)([CH2:42][O:43][CH2:44][CH2:45]2)[N:40]=1)[C:32]([O:34][C:35]([CH3:38])([CH3:37])[CH3:36])=[O:33])=[O:30])([CH3:27])([CH3:26])[CH3:25], predict the reaction product. The product is: [C:24]([O:28][C:29]([N:31]([C:39]1[S:48][CH2:47][C@H:46]2[C@:41]([C:49]3[S:50][CH:51]=[C:52]([B:10]4[O:11][C:12]([CH3:17])([CH3:18])[C:13]([CH3:15])([CH3:16])[O:14]4)[CH:53]=3)([CH2:42][O:43][CH2:44][CH2:45]2)[N:40]=1)[C:32]([O:34][C:35]([CH3:38])([CH3:37])[CH3:36])=[O:33])=[O:30])([CH3:25])([CH3:26])[CH3:27].